Dataset: Catalyst prediction with 721,799 reactions and 888 catalyst types from USPTO. Task: Predict which catalyst facilitates the given reaction. (1) Reactant: [N+:1]([C:4]1[CH:8]=[N:7][NH:6][C:5]=1[NH2:9])([O-:3])=[O:2].CN(C)[CH:12]=[CH:13][C:14]([C:16]1[CH:17]=[C:18]([N:22]([CH2:29][CH3:30])[S:23]([CH:26]([CH3:28])[CH3:27])(=[O:25])=[O:24])[CH:19]=[CH:20][CH:21]=1)=O.C(OCC)(=O)C. Product: [N+:1]([C:4]1[CH:8]=[N:7][N:6]2[C:14]([C:16]3[CH:17]=[C:18]([N:22]([CH2:29][CH3:30])[S:23]([CH:26]([CH3:27])[CH3:28])(=[O:25])=[O:24])[CH:19]=[CH:20][CH:21]=3)=[CH:13][CH:12]=[N:9][C:5]=12)([O-:3])=[O:2]. The catalyst class is: 15. (2) Reactant: Br[C:2]1[CH:3]=[N:4][C:5]2[C:10]([CH:11]=1)=[CH:9][CH:8]=[CH:7][CH:6]=2.C([O:15][B:16](OC(C)C)[O:17]C(C)C)(C)C.C([Li])CCC. Product: [N:4]1[C:5]2[C:10](=[CH:9][CH:8]=[CH:7][CH:6]=2)[CH:11]=[C:2]([B:16]([OH:17])[OH:15])[CH:3]=1. The catalyst class is: 247. (3) Reactant: [F:1][C:2]1[CH:3]=[C:4]([NH:10]C(=O)OC(C)(C)C)[CH:5]=[C:6]([CH3:9])[C:7]=1[F:8]. Product: [F:1][C:2]1[CH:3]=[C:4]([CH:5]=[C:6]([CH3:9])[C:7]=1[F:8])[NH2:10]. The catalyst class is: 473.